Dataset: Catalyst prediction with 721,799 reactions and 888 catalyst types from USPTO. Task: Predict which catalyst facilitates the given reaction. (1) Reactant: [NH2:1][C:2]1[CH:3]=[CH:4][CH:5]=[C:6]2[C:11]=1[N:10]=[CH:9][CH:8]=[CH:7]2.[C:12]1([CH3:22])[CH:17]=[CH:16][CH:15]=[C:14]([S:18](Cl)(=[O:20])=[O:19])[CH:13]=1. Product: [CH3:22][C:12]1[CH:13]=[C:14]([S:18]([NH:1][C:2]2[CH:3]=[CH:4][CH:5]=[C:6]3[C:11]=2[N:10]=[CH:9][CH:8]=[CH:7]3)(=[O:20])=[O:19])[CH:15]=[CH:16][CH:17]=1. The catalyst class is: 142. (2) Reactant: Cl[SiH:2]1[N:6]([C:7]([CH3:10])([CH3:9])[CH3:8])[CH:5]=[CH:4][N:3]1[C:11]([CH3:14])([CH3:13])[CH3:12].[CH:15]([NH2:19])([CH2:17][CH3:18])[CH3:16]. Product: [CH:15]([NH:19][SiH:2]1[N:6]([C:7]([CH3:10])([CH3:9])[CH3:8])[CH:5]=[CH:4][N:3]1[C:11]([CH3:14])([CH3:13])[CH3:12])([CH2:17][CH3:18])[CH3:16]. The catalyst class is: 81. (3) Reactant: FC(F)(F)C(O)=O.[F:8][C:9]1([CH2:15][N:16]2[C:24](=[O:25])[C:23]3[C:18](=[CH:19][CH:20]=[CH:21][CH:22]=3)[C:17]2=[O:26])[CH2:14][CH2:13][NH:12][CH2:11][CH2:10]1.[Cl:27][C:28]1[C:29]([OH:37])=[C:30]([CH:33]=[C:34]([Cl:36])[CH:35]=1)[CH:31]=O.[BH-](OC(C)=O)(OC(C)=O)OC(C)=O.[Na+]. Product: [Cl:27][C:28]1[C:29]([OH:37])=[C:30]([CH:33]=[C:34]([Cl:36])[CH:35]=1)[CH2:31][N:12]1[CH2:13][CH2:14][C:9]([CH2:15][N:16]2[C:17](=[O:26])[C:18]3[C:23](=[CH:22][CH:21]=[CH:20][CH:19]=3)[C:24]2=[O:25])([F:8])[CH2:10][CH2:11]1. The catalyst class is: 236. (4) Reactant: [CH3:1][S:2]([NH2:5])(=[O:4])=[O:3].C1(P(C2CCCCC2)C2C=CC=CC=2C2C(C(C)C)=CC(C(C)C)=CC=2C(C)C)CCCCC1.C(=O)([O-])[O-].[Cs+].[Cs+].Cl[C:47]1[CH:52]=[C:51]([S:53][CH3:54])[N:50]=[C:49]([S:55][CH2:56][C:57]2[CH:62]=[CH:61][CH:60]=[C:59]([F:63])[C:58]=2[F:64])[N:48]=1.[Cl-].[NH4+]. Product: [F:64][C:58]1[C:59]([F:63])=[CH:60][CH:61]=[CH:62][C:57]=1[CH2:56][S:55][C:49]1[N:48]=[C:47]([NH:5][S:2]([CH3:1])(=[O:4])=[O:3])[CH:52]=[C:51]([S:53][CH3:54])[N:50]=1. The catalyst class is: 62. (5) Reactant: [Cl:1][C:2]1[CH:3]=[C:4]([CH:8]=[CH:9][C:10]=1[NH:11][C:12]1[CH2:17][CH2:16][CH2:15][C:14](=[O:18])[C:13]=1[CH3:19])[C:5]([OH:7])=O.[CH3:20][O:21][C:22]1[C:23]([NH2:28])=[CH:24][CH:25]=[CH:26][CH:27]=1. Product: [Cl:1][C:2]1[CH:3]=[C:4]([CH:8]=[CH:9][C:10]=1[NH:11][C:12]1[CH2:17][CH2:16][CH2:15][C:14](=[O:18])[C:13]=1[CH3:19])[C:5]([NH:28][C:23]1[CH:24]=[CH:25][CH:26]=[CH:27][C:22]=1[O:21][CH3:20])=[O:7]. The catalyst class is: 25. (6) The catalyst class is: 5. Reactant: [C:1]([O:5][C:6](=[O:28])[NH:7][CH2:8][C:9]1([C:26]#[N:27])[CH2:14][CH2:13][CH:12]([CH:15]([O:18][Si:19]([C:22]([CH3:25])([CH3:24])[CH3:23])([CH3:21])[CH3:20])[CH2:16][CH3:17])[O:11][CH2:10]1)([CH3:4])([CH3:3])[CH3:2].[NH2:29][OH:30]. Product: [C:1]([O:5][C:6](=[O:28])[NH:7][CH2:8][C:9]1([C:26](=[N:29][OH:30])[NH2:27])[CH2:14][CH2:13][CH:12]([CH:15]([O:18][Si:19]([C:22]([CH3:25])([CH3:24])[CH3:23])([CH3:20])[CH3:21])[CH2:16][CH3:17])[O:11][CH2:10]1)([CH3:2])([CH3:3])[CH3:4].